From a dataset of CYP2C9 inhibition data for predicting drug metabolism from PubChem BioAssay. Regression/Classification. Given a drug SMILES string, predict its absorption, distribution, metabolism, or excretion properties. Task type varies by dataset: regression for continuous measurements (e.g., permeability, clearance, half-life) or binary classification for categorical outcomes (e.g., BBB penetration, CYP inhibition). Dataset: cyp2c9_veith. (1) The drug is COc1ccc2nc(N)sc2c1. The result is 0 (non-inhibitor). (2) The compound is C[C@@H](c1ccccc1)N1CCN([C@H](C)c2ccccc2)CC1. The result is 0 (non-inhibitor).